This data is from Reaction yield outcomes from USPTO patents with 853,638 reactions. The task is: Predict the reaction yield, written as a fraction of the theoretical maximum amount of product (1.0 means a 100% yield; for example, 0.34 means a 34% yield). The reactants are C(NC(C)C)(C)C.[Li].[O:9]1[CH:13]=[CH:12][C:11]([C:14]([OH:16])=[O:15])=[CH:10]1.C([Si](C(C)C)(C(C)C)[O:21][CH2:22][C:23](=O)[CH2:24]O[Si](C(C)C)(C(C)C)C(C)C)(C)C.C(OC(=O)C)C. The catalyst is O1CCCC1. The product is [OH:21][CH2:22][C:23]1[C:10]2[O:9][CH:13]=[CH:12][C:11]=2[C:14](=[O:16])[O:15][CH:24]=1. The yield is 0.420.